From a dataset of Reaction yield outcomes from USPTO patents with 853,638 reactions. Predict the reaction yield, written as a fraction of the theoretical maximum amount of product (1.0 means a 100% yield; for example, 0.34 means a 34% yield). The catalyst is O1CCOCC1.C([O-])(O)=O.[Na+].CCOC(C)=O.C1C=CC(P(C2C=CC=CC=2)[C-]2C=CC=C2)=CC=1.C1C=CC(P(C2C=CC=CC=2)[C-]2C=CC=C2)=CC=1.Cl[Pd]Cl.[Fe+2]. The product is [NH:27]1[C:35]2[C:30](=[C:31]([C:2]3[N:11]=[CH:10][C:9]4[N:8]([CH2:12][C:13]5[CH:21]=[C:20]([CH3:22])[CH:19]=[CH:18][C:14]=5[C:15]([NH2:17])=[O:16])[CH2:7][CH:6]5[CH2:23][O:24][CH2:25][CH2:26][N:5]5[C:4]=4[N:3]=3)[CH:32]=[CH:33][CH:34]=2)[CH:29]=[CH:28]1. The reactants are Cl[C:2]1[N:11]=[CH:10][C:9]2[N:8]([CH2:12][C:13]3[CH:21]=[C:20]([CH3:22])[CH:19]=[CH:18][C:14]=3[C:15]([NH2:17])=[O:16])[CH2:7][CH:6]3[CH2:23][O:24][CH2:25][CH2:26][N:5]3[C:4]=2[N:3]=1.[NH:27]1[C:35]2[C:30](=[C:31](B(O)O)[CH:32]=[CH:33][CH:34]=2)[CH:29]=[CH:28]1. The yield is 0.330.